Dataset: Catalyst prediction with 721,799 reactions and 888 catalyst types from USPTO. Task: Predict which catalyst facilitates the given reaction. (1) Reactant: [N+:1]([C:4]1[C:5]([CH3:21])=[C:6]2[C:11](=[C:12]([CH3:15])[C:13]=1[CH3:14])[O:10][C:9]([CH2:17][O:18][CH3:19])([CH3:16])[CH2:8][CH:7]2O)([O-:3])=[O:2].C1C=CC=CC=1.C1(C)C=CC(S(O)(=O)=O)=CC=1. Product: [N+:1]([C:4]1[C:5]([CH3:21])=[C:6]2[C:11](=[C:12]([CH3:15])[C:13]=1[CH3:14])[O:10][C:9]([CH2:17][O:18][CH3:19])([CH3:16])[CH:8]=[CH:7]2)([O-:3])=[O:2]. The catalyst class is: 6. (2) Reactant: [CH3:1][O:2][C:3]1[CH:4]=[C:5]2[C:10](=[CH:11][CH:12]=1)[C:9](=[O:13])[NH:8][CH2:7][CH2:6]2.[H-].[Na+].[CH2:16](I)[CH3:17].CO. Product: [CH2:16]([N:8]1[CH2:7][CH2:6][C:5]2[C:10](=[CH:11][CH:12]=[C:3]([O:2][CH3:1])[CH:4]=2)[C:9]1=[O:13])[CH3:17]. The catalyst class is: 247.